From a dataset of Peptide-MHC class I binding affinity with 185,985 pairs from IEDB/IMGT. Regression. Given a peptide amino acid sequence and an MHC pseudo amino acid sequence, predict their binding affinity value. This is MHC class I binding data. (1) The peptide sequence is APAKKAAPA. The MHC is HLA-B40:01 with pseudo-sequence HLA-B40:01. The binding affinity (normalized) is 0.0847. (2) The peptide sequence is TPQDLNTML. The MHC is HLA-A11:01 with pseudo-sequence HLA-A11:01. The binding affinity (normalized) is 0.